Dataset: Reaction yield outcomes from USPTO patents with 853,638 reactions. Task: Predict the reaction yield, written as a fraction of the theoretical maximum amount of product (1.0 means a 100% yield; for example, 0.34 means a 34% yield). (1) The yield is 0.680. The product is [CH:1]1([C:7]2[C:15]3[C:10](=[CH:11][C:12]([C:16]([OH:18])=[O:17])=[CH:13][CH:14]=3)[N:9]([CH2:30][C:29]3[CH:28]=[C:27]([Br:26])[CH:34]=[C:33]([Br:35])[CH:32]=3)[C:8]=2[C:20]2[CH:25]=[CH:24][CH:23]=[CH:22][CH:21]=2)[CH2:2][CH2:3][CH2:4][CH2:5][CH2:6]1. No catalyst specified. The reactants are [CH:1]1([C:7]2[C:15]3[C:10](=[CH:11][C:12]([C:16]([O:18]C)=[O:17])=[CH:13][CH:14]=3)[NH:9][C:8]=2[C:20]2[CH:25]=[CH:24][CH:23]=[CH:22][CH:21]=2)[CH2:6][CH2:5][CH2:4][CH2:3][CH2:2]1.[Br:26][C:27]1[CH:28]=[C:29]([CH:32]=[C:33]([Br:35])[CH:34]=1)[CH2:30]Br. (2) The reactants are [CH3:1][O:2][C:3](=[O:9])[CH2:4][C:5]([O:7][CH3:8])=[O:6].Br[CH2:11][CH2:12][CH2:13][CH2:14]Br.C([O-])([O-])=O.[K+].[K+].F[B-](F)(F)F.C([N+]1C=CN(C)C=1)CCC. The catalyst is CN(C=O)C.O. The product is [CH3:1][O:2][C:3]([C:4]1([C:5]([O:7][CH3:8])=[O:6])[CH2:14][CH2:13][CH2:12][CH2:11]1)=[O:9]. The yield is 0.820. (3) The yield is 0.0200. The product is [NH2:1][C:2]([C:4]1[CH:5]=[N:6][C:7]2[C:12]([C:13]=1[NH:14][C:15]1[CH:16]=[C:17]([CH:23]=[CH:24][CH:25]=1)[C:18]([OH:20])=[O:19])=[CH:11][CH:10]=[C:9]([C:51]1[C:52]([O:61][CH:62]([CH3:64])[CH3:63])=[N:53][C:54]([O:57][CH:58]([CH3:59])[CH3:60])=[N:55][CH:56]=1)[CH:8]=2)=[O:3]. The catalyst is O1CCOCC1.C1C=CC([P]([Pd]([P](C2C=CC=CC=2)(C2C=CC=CC=2)C2C=CC=CC=2)([P](C2C=CC=CC=2)(C2C=CC=CC=2)C2C=CC=CC=2)[P](C2C=CC=CC=2)(C2C=CC=CC=2)C2C=CC=CC=2)(C2C=CC=CC=2)C2C=CC=CC=2)=CC=1.C(O)C. The reactants are [NH2:1][C:2]([C:4]1[CH:5]=[N:6][C:7]2[C:12]([C:13]=1[NH:14][C:15]1[CH:16]=[C:17]([CH:23]=[CH:24][CH:25]=1)[C:18]([O:20]CC)=[O:19])=[CH:11][CH:10]=[C:9](Br)[CH:8]=2)=[O:3].B1(B2OC(C)(C)C(C)(C)O2)OC(C)(C)C(C)(C)O1.C([O-])(=O)C.[K+].Br[C:51]1[C:52]([O:61][CH:62]([CH3:64])[CH3:63])=[N:53][C:54]([O:57][CH:58]([CH3:60])[CH3:59])=[N:55][CH:56]=1.C(=O)(O)[O-].[Na+].[OH-].[Na+]. (4) The reactants are S(Cl)(Cl)=O.[OH:5][C:6]1[CH:7]=[C:8]([CH:12]=[C:13]([N+:16]([O-:18])=[O:17])[C:14]=1[OH:15])[C:9]([OH:11])=[O:10].[CH3:19]O. No catalyst specified. The product is [OH:5][C:6]1[CH:7]=[C:8]([CH:12]=[C:13]([N+:16]([O-:18])=[O:17])[C:14]=1[OH:15])[C:9]([O:11][CH3:19])=[O:10]. The yield is 0.714.